Dataset: Forward reaction prediction with 1.9M reactions from USPTO patents (1976-2016). Task: Predict the product of the given reaction. (1) Given the reactants [CH2:1]([C:8]1([N:15]([CH3:17])[CH3:16])[CH2:13][CH2:12][C:11](=[O:14])[CH2:10][CH2:9]1)[C:2]1[CH:7]=[CH:6][CH:5]=[CH:4][CH:3]=1.B([O-])=O.[Na+].P([O-])([O-])([O-])=O, predict the reaction product. The product is: [CH2:1]([C:8]1([N:15]([CH3:16])[CH3:17])[CH2:13][CH2:12][CH:11]([OH:14])[CH2:10][CH2:9]1)[C:2]1[CH:7]=[CH:6][CH:5]=[CH:4][CH:3]=1. (2) Given the reactants Cl.[F:2][C:3]1[CH:4]=[CH:5][C:6]([C:9]2[O:13][N:12]=[C:11]([C@H:14]3[CH2:19][CH2:18][CH2:17][NH:16][CH2:15]3)[N:10]=2)=[N:7][CH:8]=1.C(N(CC)CC)C.[F:27][C:28]1[CH:29]=[C:30]([CH:34]=[CH:35][C:36]=1[F:37])[C:31](Cl)=[O:32], predict the reaction product. The product is: [F:27][C:28]1[CH:29]=[C:30]([C:31]([N:16]2[CH2:17][CH2:18][CH2:19][C@H:14]([C:11]3[N:10]=[C:9]([C:6]4[CH:5]=[CH:4][C:3]([F:2])=[CH:8][N:7]=4)[O:13][N:12]=3)[CH2:15]2)=[O:32])[CH:34]=[CH:35][C:36]=1[F:37]. (3) Given the reactants [Cl:1][C:2]1[CH:7]=[C:6]([Cl:8])[CH:5]=[CH:4][C:3]=1[C:9]1[C:10]([N+:16]([O-:18])=[O:17])=[N:11][CH:12]=[C:13](Br)[N:14]=1.[NH2:19][CH2:20][CH2:21][NH:22][C:23]1[N:28]=[CH:27][C:26]([C:29]#[N:30])=[CH:25][CH:24]=1.C(N(C(C)C)CC)(C)C, predict the reaction product. The product is: [Cl:1][C:2]1[CH:7]=[C:6]([Cl:8])[CH:5]=[CH:4][C:3]=1[C:9]1[N:14]=[C:13]([NH:19][CH2:20][CH2:21][NH:22][C:23]2[N:28]=[CH:27][C:26]([C:29]#[N:30])=[CH:25][CH:24]=2)[CH:12]=[N:11][C:10]=1[N+:16]([O-:18])=[O:17]. (4) The product is: [ClH:35].[F:34][C:31]([F:32])([F:33])[C:20]1[CH:21]=[C:22]([C:25]2[CH:26]=[CH:27][CH:28]=[CH:29][CH:30]=2)[CH:23]=[CH:24][C:19]=1[CH2:18][O:17][C:13]1[CH:12]=[C:11]2[C:16](=[CH:15][CH:14]=1)[NH:8][CH2:9][CH2:10]2. Given the reactants C(OC([N:8]1[C:16]2[C:11](=[CH:12][C:13]([O:17][CH2:18][C:19]3[CH:24]=[CH:23][C:22]([C:25]4[CH:30]=[CH:29][CH:28]=[CH:27][CH:26]=4)=[CH:21][C:20]=3[C:31]([F:34])([F:33])[F:32])=[CH:14][CH:15]=2)[CH2:10][CH2:9]1)=O)(C)(C)C.[ClH:35].O1CCOCC1, predict the reaction product. (5) Given the reactants [CH2:1]([O:3][C@@H:4]([CH2:10][C:11]1[CH:16]=[CH:15][C:14]([NH2:17])=[CH:13][CH:12]=1)[C:5]([O:7][CH2:8][CH3:9])=[O:6])[CH3:2].[F:18][C:19]1[CH:20]=[CH:21][C:22]2[N:27]([CH2:28][CH2:29][CH2:30]Br)[CH2:26][CH2:25][O:24][C:23]=2[CH:32]=1.C([O-])([O-])=O.[K+].[K+], predict the reaction product. The product is: [F:18][C:19]1[CH:20]=[CH:21][C:22]2[N:27]([CH2:28][CH2:29][CH2:30][NH:17][C:14]3[CH:13]=[CH:12][C:11]([CH2:10][CH:4]([O:3][CH2:1][CH3:2])[C:5]([O:7][CH2:8][CH3:9])=[O:6])=[CH:16][CH:15]=3)[CH2:26][CH2:25][O:24][C:23]=2[CH:32]=1.